This data is from NCI-60 drug combinations with 297,098 pairs across 59 cell lines. The task is: Regression. Given two drug SMILES strings and cell line genomic features, predict the synergy score measuring deviation from expected non-interaction effect. Drug 1: CN(C(=O)NC(C=O)C(C(C(CO)O)O)O)N=O. Synergy scores: CSS=47.8, Synergy_ZIP=2.76, Synergy_Bliss=0.777, Synergy_Loewe=-23.0, Synergy_HSA=1.69. Drug 2: CC1C(C(CC(O1)OC2CC(CC3=C2C(=C4C(=C3O)C(=O)C5=CC=CC=C5C4=O)O)(C(=O)C)O)N)O. Cell line: 786-0.